The task is: Binary Classification. Given a drug SMILES string, predict its activity (active/inactive) in a high-throughput screening assay against a specified biological target.. This data is from M1 muscarinic receptor agonist screen with 61,833 compounds. The compound is S(c1n(CCCCC)c2c(n(c(=O)[nH]c2=O)C)n1)CC(OC)=O. The result is 0 (inactive).